This data is from Reaction yield outcomes from USPTO patents with 853,638 reactions. The task is: Predict the reaction yield, written as a fraction of the theoretical maximum amount of product (1.0 means a 100% yield; for example, 0.34 means a 34% yield). (1) The reactants are N[C@@H:2]1[CH2:7][CH2:6][C@H:5]([N:8]([CH2:32][CH3:33])[C:9]2[C:24]3[CH2:23][CH:22]=[CH:21][CH2:20][CH2:19][C:18]4[CH:25]=[C:26]([CH3:30])[NH:27][C:28](=[O:29])[C:17]=4[CH2:16][NH:15][C:14](=[O:31])[C:13]=3[CH:12]=[CH:11][CH:10]=2)[CH2:4][CH2:3]1.C=O.[CH3:36]C(O)=O.[BH3-][C:41]#[N:42].[Na+].C([O-])(O)=O.[Na+]. The catalyst is CO. The product is [CH3:36][N:42]([CH3:41])[C@@H:2]1[CH2:7][CH2:6][C@H:5]([N:8]([CH2:32][CH3:33])[C:9]2[C:24]3[CH2:23][CH:22]=[CH:21][CH2:20][CH2:19][C:18]4[CH:25]=[C:26]([CH3:30])[NH:27][C:28](=[O:29])[C:17]=4[CH2:16][NH:15][C:14](=[O:31])[C:13]=3[CH:12]=[CH:11][CH:10]=2)[CH2:4][CH2:3]1. The yield is 0.674. (2) The reactants are [C:1]1([As](C2C=CC=CC=2)C2C=CC=CC=2)C=CC=CC=1.FC(F)(F)S(O[C:26]1[CH2:30][C@@H:29]([CH2:31][O:32][Si:33]([C:36]([CH3:39])([CH3:38])[CH3:37])([CH3:35])[CH3:34])[N:28]([C:40](=[O:63])[C:41]2[CH:46]=[C:45]([O:47][CH3:48])[C:44]([O:49][Si:50]([CH:57]([CH3:59])[CH3:58])([CH:54]([CH3:56])[CH3:55])[CH:51]([CH3:53])[CH3:52])=[CH:43][C:42]=2[N+:60]([O-:62])=[O:61])[CH:27]=1)(=O)=O.CB(O)O.[O-]P([O-])([O-])=O.[K+].[K+].[K+]. The catalyst is O1CCOCC1.[Ag]=O.C1C=CC(C#N)=CC=1.C1C=CC(C#N)=CC=1.Cl[Pd]Cl. The product is [Si:33]([O:32][CH2:31][C@@H:29]1[CH2:30][C:26]([CH3:1])=[CH:27][N:28]1[C:40]([C:41]1[CH:46]=[C:45]([O:47][CH3:48])[C:44]([O:49][Si:50]([CH:57]([CH3:58])[CH3:59])([CH:54]([CH3:56])[CH3:55])[CH:51]([CH3:53])[CH3:52])=[CH:43][C:42]=1[N+:60]([O-:62])=[O:61])=[O:63])([C:36]([CH3:38])([CH3:37])[CH3:39])([CH3:34])[CH3:35]. The yield is 0.550.